This data is from Full USPTO retrosynthesis dataset with 1.9M reactions from patents (1976-2016). The task is: Predict the reactants needed to synthesize the given product. (1) The reactants are: [OH:1][C:2]1[CH:3]=[C:4]([CH:10]=[CH:11][C:12]=1[O:13][CH3:14])[CH:5]=[CH:6][C:7](O)=[O:8].C(OC(=O)C(C)(C)C)(=O)C(C)(C)C.[H][H]. Given the product [OH:1][C:2]1[CH:3]=[C:4]([CH:10]=[CH:11][C:12]=1[O:13][CH3:14])[CH:5]=[CH:6][CH:7]=[O:8], predict the reactants needed to synthesize it. (2) Given the product [F:32][CH:2]([F:1])[C:3]1[N:7]([C:8]2[N:13]=[C:12]([N:14]3[CH2:15][CH2:16][O:17][CH2:18][CH2:19]3)[N:11]=[C:10]([N:20]3[CH2:25][CH2:24][N:23]([S:44]([N:43]([CH3:48])[CH3:42])(=[O:46])=[O:45])[CH2:22][CH2:21]3)[N:9]=2)[C:6]2[CH:26]=[CH:27][CH:28]=[C:29]([O:30][CH3:31])[C:5]=2[N:4]=1, predict the reactants needed to synthesize it. The reactants are: [F:1][CH:2]([F:32])[C:3]1[N:7]([C:8]2[N:13]=[C:12]([N:14]3[CH2:19][CH2:18][O:17][CH2:16][CH2:15]3)[N:11]=[C:10]([N:20]3[CH2:25][CH2:24][NH:23][CH2:22][CH2:21]3)[N:9]=2)[C:6]2[CH:26]=[CH:27][CH:28]=[C:29]([O:30][CH3:31])[C:5]=2[N:4]=1.CCN(C(C)C)C(C)C.[CH3:42][N:43]([CH3:48])[S:44](Cl)(=[O:46])=[O:45].O. (3) Given the product [ClH:1].[C:9]1([C:7](=[NH:2])[NH2:8])[C:18]2[C:13](=[CH:14][CH:15]=[CH:16][CH:17]=2)[CH:12]=[CH:11][CH:10]=1, predict the reactants needed to synthesize it. The reactants are: [Cl-:1].[NH4+:2].C[Al](C)C.[C:7]([C:9]1[C:18]2[C:13](=[CH:14][CH:15]=[CH:16][CH:17]=2)[CH:12]=[CH:11][CH:10]=1)#[N:8]. (4) Given the product [F:15][C:16]1[C:23]([OH:24])=[CH:22][CH:21]=[CH:20][C:17]=1[CH2:18][NH:19][C:11]([C:7]1[CH:6]=[C:5]2[C:10](=[CH:9][CH:8]=1)[N:1]=[CH:2][CH:3]=[CH:4]2)=[O:13], predict the reactants needed to synthesize it. The reactants are: [N:1]1[C:10]2[C:5](=[CH:6][C:7]([C:11]([OH:13])=O)=[CH:8][CH:9]=2)[CH:4]=[CH:3][CH:2]=1.Br.[F:15][C:16]1[C:23]([OH:24])=[CH:22][CH:21]=[CH:20][C:17]=1[CH2:18][NH2:19].N1C=CC=CC=1.CCN=C=NCCCN(C)C.